Dataset: Catalyst prediction with 721,799 reactions and 888 catalyst types from USPTO. Task: Predict which catalyst facilitates the given reaction. Product: [CH2:11]([C:4]1[CH:3]=[C:2]([B:24]([OH:25])[OH:23])[C:10]2[O:9][CH2:8][O:7][C:6]=2[CH:5]=1)[CH:12]([CH3:14])[CH3:13]. The catalyst class is: 56. Reactant: Br[C:2]1[C:10]2[O:9][CH2:8][O:7][C:6]=2[CH:5]=[C:4]([CH2:11][CH:12]([CH3:14])[CH3:13])[CH:3]=1.[Li]CCCC.C([O:23][B:24](OC(C)C)[O:25]C(C)C)(C)C.Cl.